Dataset: Full USPTO retrosynthesis dataset with 1.9M reactions from patents (1976-2016). Task: Predict the reactants needed to synthesize the given product. (1) Given the product [C:32]1([N:31]([C:25]2[CH:26]=[CH:27][CH:28]=[CH:29][CH:30]=2)[C:7]2[CH:24]=[CH:23][C:22]3[C:21]4[C:16](=[CH:17][CH:18]=[CH:19][CH:20]=4)[C:15]4[C:10](=[CH:11][CH:12]=[CH:13][CH:14]=4)[C:9]=3[CH:8]=2)[CH:33]=[CH:34][CH:35]=[CH:36][CH:37]=1, predict the reactants needed to synthesize it. The reactants are: S(=O)(=O)(O)O.Br[C:7]1[CH:24]=[CH:23][C:22]2[C:21]3[C:16](=[CH:17][CH:18]=[CH:19][CH:20]=3)[C:15]3[C:10](=[CH:11][CH:12]=[CH:13][CH:14]=3)[C:9]=2[CH:8]=1.[C:25]1([NH:31][C:32]2[CH:37]=[CH:36][CH:35]=[CH:34][CH:33]=2)[CH:30]=[CH:29][CH:28]=[CH:27][CH:26]=1.C(=O)([O-])[O-].[K+].[K+]. (2) Given the product [NH2:8][C:9]1([CH2:14][NH:15][C:16]2[C:25]3[C:20](=[CH:21][CH:22]=[C:23]([CH3:26])[CH:24]=3)[N:19]=[C:18]([N:27]3[CH:33]([CH3:48])[C:32]4[CH:34]=[CH:35][CH:36]=[CH:37][C:31]=4[S:30](=[O:38])(=[O:39])[CH2:29][CH2:28]3)[CH:17]=2)[CH2:13][O:11][CH2:10]1, predict the reactants needed to synthesize it. The reactants are: C([N:8](CC1C=CC=CC=1)[C:9]1([CH2:14][NH:15][C:16]2[C:25]3[C:20](=[CH:21][CH:22]=[C:23]([CH3:26])[CH:24]=3)[N:19]=[C:18]([N:27]3[CH2:33][C:32]4[CH:34]=[CH:35][CH:36]=[CH:37][C:31]=4[S:30](=[O:39])(=[O:38])[CH2:29][CH2:28]3)[CH:17]=2)[CH2:13]C[O:11][CH2:10]1)C1C=CC=CC=1.N[CH2:48]C1(N(CC2C=CC=CC=2)CC2C=CC=CC=2)COC1. (3) Given the product [C:1]1([CH2:7][CH2:8][CH2:9][CH:10]([NH:20][C:21](=[O:31])[CH2:22][C:23]([N:25]2[CH2:30][CH2:29][N:28]([CH2:34][C@@H:33]([OH:32])[CH2:35][O:36][C:37]3[CH:46]=[CH:45][CH:44]=[C:43]4[C:38]=3[CH:39]=[CH:40][CH:41]=[N:42]4)[CH2:27][CH2:26]2)=[O:24])[CH2:11][CH2:12][CH2:13][C:14]2[CH:15]=[CH:16][CH:17]=[CH:18][CH:19]=2)[CH:2]=[CH:3][CH:4]=[CH:5][CH:6]=1, predict the reactants needed to synthesize it. The reactants are: [C:1]1([CH2:7][CH2:8][CH2:9][CH:10]([NH:20][C:21](=[O:31])[CH2:22][C:23]([N:25]2[CH2:30][CH2:29][NH:28][CH2:27][CH2:26]2)=[O:24])[CH2:11][CH2:12][CH2:13][C:14]2[CH:19]=[CH:18][CH:17]=[CH:16][CH:15]=2)[CH:6]=[CH:5][CH:4]=[CH:3][CH:2]=1.[O:32]1[CH2:34][C@@H:33]1[CH2:35][O:36][C:37]1[CH:46]=[CH:45][CH:44]=[C:43]2[C:38]=1[CH:39]=[CH:40][CH:41]=[N:42]2. (4) Given the product [CH3:13][O:12][C:8]1[C:7](=[O:14])[N:6]([CH2:5][C:4]([NH:17][NH2:18])=[O:3])[CH:11]=[CH:10][CH:9]=1, predict the reactants needed to synthesize it. The reactants are: C([O:3][C:4](=O)[CH2:5][N:6]1[CH:11]=[CH:10][CH:9]=[C:8]([O:12][CH3:13])[C:7]1=[O:14])C.O.[NH2:17][NH2:18].